Task: Predict the reactants needed to synthesize the given product.. Dataset: Full USPTO retrosynthesis dataset with 1.9M reactions from patents (1976-2016) (1) Given the product [OH:16][C:9]1[C:10]2[NH:11][C:12](=[O:15])[S:13][C:14]=2[C:6]([C@@H:4]([OH:5])[CH2:3][NH:2][CH2:35][CH2:34][CH2:33][O:32][CH2:31][CH2:30][O:29][CH2:28][CH2:27][C:17]2[C:26]3[C:21](=[CH:22][CH:23]=[CH:24][CH:25]=3)[CH:20]=[CH:19][CH:18]=2)=[CH:7][CH:8]=1, predict the reactants needed to synthesize it. The reactants are: Cl.[NH2:2][CH2:3][C@@H:4]([C:6]1[C:14]2[S:13][C:12](=[O:15])[NH:11][C:10]=2[C:9]([OH:16])=[CH:8][CH:7]=1)[OH:5].[C:17]1([CH2:27][CH2:28][O:29][CH2:30][CH2:31][O:32][CH2:33][CH2:34][CH:35]=O)[C:26]2[C:21](=[CH:22][CH:23]=[CH:24][CH:25]=2)[CH:20]=[CH:19][CH:18]=1.C(O)(=O)C.C([BH3-])#N.[Na+]. (2) Given the product [C:8]([C:3]1[CH2:4][CH2:5][CH2:6][CH2:7][C:2]=1[NH:1][C:19]([NH:18][C:10](=[O:17])[C:11]1[CH:12]=[CH:13][CH:14]=[CH:15][CH:16]=1)=[S:20])#[N:9], predict the reactants needed to synthesize it. The reactants are: [NH2:1][C:2]1[CH2:7][CH2:6][CH2:5][CH2:4][C:3]=1[C:8]#[N:9].[C:10]([N:18]=[C:19]=[S:20])(=[O:17])[C:11]1[CH:16]=[CH:15][CH:14]=[CH:13][CH:12]=1. (3) Given the product [Br:14][C:4]1[CH:5]=[CH:6][C:1]([CH2:7][CH2:8][CH2:9][CH2:10][CH2:11][CH2:12][CH3:13])=[CH:2][CH:3]=1, predict the reactants needed to synthesize it. The reactants are: [C:1]1([CH2:7][CH2:8][CH2:9][CH2:10][CH2:11][CH2:12][CH3:13])[CH:6]=[CH:5][CH:4]=[CH:3][CH:2]=1.[Br:14]Br. (4) The reactants are: [Br:1][C:2]1[CH:3]=[C:4]([N:8]2[CH2:14][CH2:13][CH2:12][N:11]([C:15]([O:17][C:18]([CH3:21])([CH3:20])[CH3:19])=[O:16])[CH2:10][CH2:9]2)[CH:5]=[N:6][CH:7]=1.[Br:22]N1C(=O)CCC1=O. Given the product [Br:1][C:2]1[CH:3]=[C:4]([N:8]2[CH2:14][CH2:13][CH2:12][N:11]([C:15]([O:17][C:18]([CH3:21])([CH3:20])[CH3:19])=[O:16])[CH2:10][CH2:9]2)[CH:5]=[N:6][C:7]=1[Br:22], predict the reactants needed to synthesize it. (5) Given the product [ClH:1].[N:2]12[CH2:11][CH:6]3[CH2:7][CH:8]([CH2:10][CH:4]([C@H:5]3[NH:12][C:22]([C:20]3[CH:19]=[CH:18][C:17]4[S:13][N:14]=[N:15][C:16]=4[CH:21]=3)=[O:23])[CH2:3]1)[CH2:9]2, predict the reactants needed to synthesize it. The reactants are: [ClH:1].[N:2]12[CH2:11][CH:6]3[CH2:7][CH:8]([CH2:10][CH:4]([C@H:5]3[NH2:12])[CH2:3]1)[CH2:9]2.[S:13]1[C:17]2[CH:18]=[CH:19][C:20]([C:22](O)=[O:23])=[CH:21][C:16]=2[N:15]=[N:14]1.N.